From a dataset of Peptide-MHC class I binding affinity with 185,985 pairs from IEDB/IMGT. Regression. Given a peptide amino acid sequence and an MHC pseudo amino acid sequence, predict their binding affinity value. This is MHC class I binding data. (1) The peptide sequence is PTWLGAAIT. The MHC is HLA-A02:03 with pseudo-sequence HLA-A02:03. The binding affinity (normalized) is 0.0663. (2) The peptide sequence is DFIRRKYLIY. The MHC is HLA-A33:01 with pseudo-sequence HLA-A33:01. The binding affinity (normalized) is 0.145. (3) The peptide sequence is YEQYIKWPWY. The MHC is HLA-B18:01 with pseudo-sequence HLA-B18:01. The binding affinity (normalized) is 0.596.